Dataset: Forward reaction prediction with 1.9M reactions from USPTO patents (1976-2016). Task: Predict the product of the given reaction. Given the reactants [CH3:1][O:2][C:3](=[O:15])[CH:4]([NH2:14])[CH2:5][C:6]1[CH:7]=[N:8][C:9]([O:12][CH3:13])=[N:10][CH:11]=1.C(N(C(C)C)CC)(C)C.C1C(=O)N([O:32][C:33](ON2C(=O)CCC2=O)=[O:34])C(=O)C1.N1CCC(N2[CH2:58][C:57]3[C:52](=[CH:53][CH:54]=[CH:55][CH:56]=3)NC2=O)CC1, predict the reaction product. The product is: [CH3:1][O:2][C:3](=[O:15])[C:4]([NH:14][C:33]([O:34][CH2:58][C:57]1[CH:52]=[CH:53][CH:54]=[CH:55][CH:56]=1)=[O:32])=[CH:5][C:6]1[CH:7]=[N:8][C:9]([O:12][CH3:13])=[N:10][CH:11]=1.